From a dataset of Full USPTO retrosynthesis dataset with 1.9M reactions from patents (1976-2016). Predict the reactants needed to synthesize the given product. (1) Given the product [CH3:1][O:2][C:3]1[CH:8]=[CH:7][C:6]([C:9]2[CH:14]=[CH:13][CH:12]=[CH:11][CH:10]=2)=[CH:5][C:4]=1[CH2:15][CH2:16][C:17]1[CH:22]=[CH:21][CH:20]=[CH:19][CH:18]=1, predict the reactants needed to synthesize it. The reactants are: [CH3:1][O:2][C:3]1[CH:8]=[CH:7][C:6]([C:9]2[CH:14]=[CH:13][CH:12]=[CH:11][CH:10]=2)=[CH:5][C:4]=1[C:15]#[C:16][C:17]1[CH:22]=[CH:21][CH:20]=[CH:19][CH:18]=1. (2) Given the product [N+:1]([C:4]1[CH:5]=[N:6][C:7]2[C:12]([C:13]=1[NH:26][CH2:25][CH2:24][CH2:23][CH2:22][NH:21][C:20](=[O:27])[O:19][C:15]([CH3:17])([CH3:16])[CH3:18])=[CH:11][CH:10]=[CH:9][CH:8]=2)([O-:3])=[O:2], predict the reactants needed to synthesize it. The reactants are: [N+:1]([C:4]1[CH:5]=[N:6][C:7]2[C:12]([C:13]=1O)=[CH:11][CH:10]=[CH:9][CH:8]=2)([O-:3])=[O:2].[C:15]([O:19][C:20](=[O:27])[NH:21][CH2:22][CH2:23][CH2:24][CH2:25][NH2:26])([CH3:18])([CH3:17])[CH3:16]. (3) Given the product [Cl:1][C:2]1[CH:16]=[CH:15][C:14](/[CH:17]=[CH:18]/[CH2:19][OH:20])=[CH:13][C:3]=1[O:4][CH2:5][C:6]([O:8][C:9]([CH3:12])([CH3:11])[CH3:10])=[O:7], predict the reactants needed to synthesize it. The reactants are: [Cl:1][C:2]1[CH:16]=[CH:15][C:14](/[CH:17]=[CH:18]/[CH:19]=[O:20])=[CH:13][C:3]=1[O:4][CH2:5][C:6]([O:8][C:9]([CH3:12])([CH3:11])[CH3:10])=[O:7].[BH4-].[Na+].C(O)(=O)CC(CC(O)=O)(C(O)=O)O. (4) Given the product [C:1]([OH:8])(=[O:7])/[CH:2]=[CH:3]/[C:4]([OH:6])=[O:5].[F:9][C:10]1[C:11]([CH2:32][NH:33][CH3:34])=[CH:12][N:13]([S:22]([C:25]2[CH:30]=[C:29]([CH3:31])[CH:28]=[CH:27][N:26]=2)(=[O:24])=[O:23])[C:14]=1[C:15]1[C:16]([F:21])=[N:17][CH:18]=[CH:19][CH:20]=1, predict the reactants needed to synthesize it. The reactants are: [C:1]([OH:8])(=[O:7])/[CH:2]=[CH:3]/[C:4]([OH:6])=[O:5].[F:9][C:10]1[C:11]([CH2:32][NH:33][CH3:34])=[CH:12][N:13]([S:22]([C:25]2[CH:30]=[C:29]([CH3:31])[CH:28]=[CH:27][N:26]=2)(=[O:24])=[O:23])[C:14]=1[C:15]1[C:16]([F:21])=[N:17][CH:18]=[CH:19][CH:20]=1. (5) Given the product [F:9][C:10]1[CH:11]=[C:12]2[C:17](=[CH:18][CH:19]=1)[CH:16]([C:20]1[CH:25]=[CH:24][C:23]([C:26]([F:28])([F:27])[F:29])=[CH:22][CH:21]=1)[NH:15][CH2:14][CH2:13]2, predict the reactants needed to synthesize it. The reactants are: [BH4-].[Na+].O.C(=O)(O)[O-].[Na+].[F:9][C:10]1[CH:11]=[C:12]2[C:17](=[CH:18][CH:19]=1)[C:16]([C:20]1[CH:25]=[CH:24][C:23]([C:26]([F:29])([F:28])[F:27])=[CH:22][CH:21]=1)=[N:15][CH2:14][CH2:13]2.